This data is from Full USPTO retrosynthesis dataset with 1.9M reactions from patents (1976-2016). The task is: Predict the reactants needed to synthesize the given product. (1) Given the product [C:1]([C:5]1[CH:10]=[C:9]([S:11][C:20]([S:11][C:9]2[CH:8]=[C:7]([C:12]([CH3:13])([CH3:14])[CH3:15])[C:6]([OH:16])=[C:5]([C:1]([CH3:4])([CH3:3])[CH3:2])[CH:10]=2)([CH3:22])[CH2:19][CH2:18][C:17]([OH:24])=[O:23])[CH:8]=[C:7]([C:12]([CH3:15])([CH3:14])[CH3:13])[C:6]=1[OH:16])([CH3:4])([CH3:3])[CH3:2], predict the reactants needed to synthesize it. The reactants are: [C:1]([C:5]1[CH:10]=[C:9]([SH:11])[CH:8]=[C:7]([C:12]([CH3:15])([CH3:14])[CH3:13])[C:6]=1[OH:16])([CH3:4])([CH3:3])[CH3:2].[C:17]([OH:24])(=[O:23])[CH2:18][CH2:19][C:20]([CH3:22])=O.Cl. (2) Given the product [F:9][C:6]1[CH:7]=[CH:8][C:3]([C:1]#[C:2][C:15]([O:16][CH3:17])=[O:18])=[CH:4][CH:5]=1, predict the reactants needed to synthesize it. The reactants are: [C:1]([C:3]1[CH:8]=[CH:7][C:6]([F:9])=[CH:5][CH:4]=1)#[CH:2].[Li]CCCC.[C:15](Cl)(=[O:18])[O:16][CH3:17]. (3) Given the product [Cl:24][C:18]1[CH:19]=[C:20]([Cl:23])[CH:21]=[CH:22][C:17]=1[N:5]1[C:4]([C:25]2[CH:30]=[CH:29][C:28]([O:31][S:32]([CH2:35][CH2:36][CH3:37])(=[O:34])=[O:33])=[CH:27][CH:26]=2)=[C:3]([CH2:2][N:42]2[C:38](=[O:48])[C:39]3[C:40](=[CH:44][CH:45]=[CH:46][CH:47]=3)[C:41]2=[O:43])[C:7]([C:8](=[O:16])[NH:9][N:10]2[CH2:11][CH2:12][CH2:13][CH2:14][CH2:15]2)=[N:6]1, predict the reactants needed to synthesize it. The reactants are: Br[CH2:2][C:3]1[C:7]([C:8](=[O:16])[NH:9][N:10]2[CH2:15][CH2:14][CH2:13][CH2:12][CH2:11]2)=[N:6][N:5]([C:17]2[CH:22]=[CH:21][C:20]([Cl:23])=[CH:19][C:18]=2[Cl:24])[C:4]=1[C:25]1[CH:30]=[CH:29][C:28]([O:31][S:32]([CH2:35][CH2:36][CH3:37])(=[O:34])=[O:33])=[CH:27][CH:26]=1.[C:38]1(=[O:48])[NH:42][C:41](=[O:43])[C:40]2=[CH:44][CH:45]=[CH:46][CH:47]=[C:39]12.[K].O. (4) Given the product [CH3:1][C:2]1([CH3:22])[CH2:11][C:10]([CH3:12])([CH3:13])[C:9]2[C:4](=[CH:5][CH:6]=[C:7]([CH:14]([CH2:17][CH2:18][CH2:19][CH2:20][CH3:21])[CH2:15][O:16][C:43]3[CH:52]=[CH:51][C:46]([C:47]([O:49][CH3:50])=[O:48])=[CH:45][CH:44]=3)[CH:8]=2)[O:3]1, predict the reactants needed to synthesize it. The reactants are: [CH3:1][C:2]1([CH3:22])[CH2:11][C:10]([CH3:13])([CH3:12])[C:9]2[C:4](=[CH:5][CH:6]=[C:7]([CH:14]([CH2:17][CH2:18][CH2:19][CH2:20][CH3:21])[CH2:15][OH:16])[CH:8]=2)[O:3]1.C1(P(C2C=CC=CC=2)C2C=CC=CC=2)C=CC=CC=1.O[C:43]1[CH:52]=[CH:51][C:46]([C:47]([O:49][CH3:50])=[O:48])=[CH:45][CH:44]=1.N(C(OCC)=O)=NC(OCC)=O. (5) Given the product [NH2:9][C:10]1[C:14]2[CH:15]=[CH:16][C:17]([C:19]3[CH:48]=[C:47]([Cl:49])[C:22]([CH2:23][C@@H:24]4[CH2:28][CH2:27][N:26]([N:29]5[CH2:34][CH2:33][CH:32]([OH:35])[CH2:31][CH2:30]5)[C:25]4=[O:46])=[C:21]([Cl:50])[CH:20]=3)=[CH:18][C:13]=2[O:12][N:11]=1, predict the reactants needed to synthesize it. The reactants are: O.C(O)(C(F)(F)F)=O.[NH2:9][C:10]1[C:14]2[CH:15]=[CH:16][C:17]([C:19]3[CH:48]=[C:47]([Cl:49])[C:22]([CH2:23][C@@H:24]4[CH2:28][CH2:27][N:26]([N:29]5[CH2:34][CH2:33][CH:32]([O:35][Si](C(C)C)(C(C)C)C(C)C)[CH2:31][CH2:30]5)[C:25]4=[O:46])=[C:21]([Cl:50])[CH:20]=3)=[CH:18][C:13]=2[O:12][N:11]=1.C(OCC)(=O)C. (6) The reactants are: [CH3:1][C:2]1[C:3]([Sn](CCCC)(CCCC)CCCC)=[N:4][CH:5]=[CH:6][CH:7]=1.Br[C:22]1[N:26]([S:27]([C:30]2[CH:31]=[N:32][CH:33]=[CH:34][CH:35]=2)(=[O:29])=[O:28])[CH:25]=[C:24]([CH2:36][N:37]([CH3:45])[C:38](=[O:44])[O:39][C:40]([CH3:43])([CH3:42])[CH3:41])[CH:23]=1. Given the product [CH3:45][N:37]([CH2:36][C:24]1[CH:23]=[C:22]([C:3]2[C:2]([CH3:1])=[CH:7][CH:6]=[CH:5][N:4]=2)[N:26]([S:27]([C:30]2[CH:31]=[N:32][CH:33]=[CH:34][CH:35]=2)(=[O:29])=[O:28])[CH:25]=1)[C:38](=[O:44])[O:39][C:40]([CH3:43])([CH3:41])[CH3:42], predict the reactants needed to synthesize it. (7) Given the product [Si:1]([O:8][CH2:9][C:10]1([C:26]2[CH:31]=[CH:30][CH:29]=[CH:28][CH:27]=2)[CH:14]=[C:13]([C:15]2[CH:20]=[C:19]([F:21])[CH:18]=[CH:17][C:16]=2[F:22])[CH2:12][N:11]1[C:23]([N:41]([CH3:46])[CH:42]1[CH2:36][CH2:35][NH:34][CH2:37][CH2:38]1)=[O:24])([C:4]([CH3:7])([CH3:6])[CH3:5])([CH3:3])[CH3:2], predict the reactants needed to synthesize it. The reactants are: [Si:1]([O:8][CH2:9][C:10]1([C:26]2[CH:31]=[CH:30][CH:29]=[CH:28][CH:27]=2)[CH:14]=[C:13]([C:15]2[CH:20]=[C:19]([F:21])[CH:18]=[CH:17][C:16]=2[F:22])[CH2:12][N:11]1[C:23](Cl)=[O:24])([C:4]([CH3:7])([CH3:6])[CH3:5])([CH3:3])[CH3:2].C([N:34]([CH2:37][CH3:38])[CH2:35][CH3:36])C.[BH4-].[Na+].[NH:41]1[CH2:46]CCC[CH2:42]1.